Dataset: Blood-brain barrier penetration binary classification data from Martins et al.. Task: Regression/Classification. Given a drug SMILES string, predict its absorption, distribution, metabolism, or excretion properties. Task type varies by dataset: regression for continuous measurements (e.g., permeability, clearance, half-life) or binary classification for categorical outcomes (e.g., BBB penetration, CYP inhibition). Dataset: bbb_martins. (1) The compound is CO/N=C(\C(=O)N[C@@H]1C(=O)N2C(C(=O)O)=C(CSc3nnnn3C)CS[C@H]12)c1csc(N)n1. The result is 0 (does not penetrate BBB). (2) The result is 1 (penetrates BBB). The molecule is COC(=O)N1CCN(C(=O)Cc2ccc(Cl)c(Cl)c2)[C@@H](CN2CCCC2)C1. (3) The drug is CCN(CC)CCN1C(=O)CN=C(c2ccccc2F)c2cc(Cl)ccc21. The result is 1 (penetrates BBB). (4) The compound is C[C@@H](O)[C@H]1C(=O)N2C(C(=O)[O-])=C(COC(N)=O)S[C@H]12.[Na+]. The result is 0 (does not penetrate BBB). (5) The result is 1 (penetrates BBB). The drug is C=CCN1CC[C@]23CCCC[C@H]2[C@H]1Cc1ccc(O)cc13. (6) The molecule is N[C@@H](Cc1ccc(O)c(O)c1)C(=O)O. The result is 0 (does not penetrate BBB). (7) The compound is CCC(=O)OC1CC(=O)OC(C)C/C=C/C=C\C(O)C(C)CC(CC=O)C(O[C@@H]2O[C@H](C)[C@@H](O[C@H]3C[C@@](C)(O)[C@H](OC(=O)CC)[C@@H](C)O3)[C@H](N(C)C)[C@H]2O)C1OC. The result is 0 (does not penetrate BBB). (8) The molecule is COc1ccc2c(c1)[C@]13CCCC[C@@H]1[C@H](C2)N(C)CC3. The result is 1 (penetrates BBB).